From a dataset of Catalyst prediction with 721,799 reactions and 888 catalyst types from USPTO. Predict which catalyst facilitates the given reaction. Reactant: [Cl:1][C:2]1[CH:3]=[C:4]([N:8]2[C:12]([CH2:13][NH:14][C:15]([NH:17][C:18]3[CH:19]=[N:20][C:21]([C:24]#[N:25])=[CH:22][CH:23]=3)=[O:16])=[CH:11][C:10]([C:26]([F:29])([F:28])[F:27])=[N:9]2)[CH:5]=[CH:6][CH:7]=1.S(=O)(=O)(O)[OH:31]. Product: [Cl:1][C:2]1[CH:3]=[C:4]([N:8]2[C:12]([CH2:13][NH:14][C:15](=[O:16])[NH:17][C:18]3[CH:23]=[CH:22][C:21]([C:24]([NH2:25])=[O:31])=[N:20][CH:19]=3)=[CH:11][C:10]([C:26]([F:29])([F:27])[F:28])=[N:9]2)[CH:5]=[CH:6][CH:7]=1. The catalyst class is: 74.